Task: Predict the reactants needed to synthesize the given product.. Dataset: Full USPTO retrosynthesis dataset with 1.9M reactions from patents (1976-2016) (1) Given the product [CH:16]1([CH2:19][N:1]2[CH2:6][CH2:5][CH2:4][C:3]3([C:14]4[C:9](=[CH:10][CH:11]=[CH:12][CH:13]=4)[NH:8][C:7]3=[O:15])[CH2:2]2)[CH2:18][CH2:17]1, predict the reactants needed to synthesize it. The reactants are: [NH:1]1[CH2:6][CH2:5][CH2:4][C:3]2([C:14]3[C:9](=[CH:10][CH:11]=[CH:12][CH:13]=3)[NH:8][C:7]2=[O:15])[CH2:2]1.[CH:16]1([CH:19]=O)[CH2:18][CH2:17]1.C. (2) Given the product [CH2:10]([N:12]1[C:24]2[CH2:23][CH2:22][CH:21]([CH:25]3[CH2:30][CH2:29][O:28][CH2:27][CH2:26]3)[CH2:20][C:19]=2[C:18]2[C:13]1=[CH:14][CH:15]=[C:16]([C:31]([N:33]([CH2:35][CH2:36][CH2:37][C:38]([NH:45][CH2:44][CH2:43][F:42])=[O:40])[CH3:34])=[O:32])[CH:17]=2)[CH3:11], predict the reactants needed to synthesize it. The reactants are: C(N(CC)C(C)C)(C)C.[CH2:10]([N:12]1[C:24]2[CH2:23][CH2:22][CH:21]([CH:25]3[CH2:30][CH2:29][O:28][CH2:27][CH2:26]3)[CH2:20][C:19]=2[C:18]2[C:13]1=[CH:14][CH:15]=[C:16]([C:31]([N:33]([CH2:35][CH2:36][CH2:37][C:38]([OH:40])=O)[CH3:34])=[O:32])[CH:17]=2)[CH3:11].Cl.[F:42][CH2:43][CH2:44][NH2:45].CN(C(ON1N=NC2C=CC=NC1=2)=[N+](C)C)C.F[P-](F)(F)(F)(F)F. (3) Given the product [Cl:1][C:2]1[CH:18]=[CH:17][C:5]2[CH2:6][CH2:7][N:8]([C:11](=[O:16])[C:12]([F:15])([F:14])[F:13])[CH2:9][CH2:10][C:4]=2[C:3]=1[NH:34][CH2:33][C:28]1[CH:29]=[CH:30][CH:31]=[CH:32][N:27]=1, predict the reactants needed to synthesize it. The reactants are: [Cl:1][C:2]1[CH:18]=[CH:17][C:5]2[CH2:6][CH2:7][N:8]([C:11](=[O:16])[C:12]([F:15])([F:14])[F:13])[CH2:9][CH2:10][C:4]=2[C:3]=1OS(C(F)(F)F)(=O)=O.[N:27]1[CH:32]=[CH:31][CH:30]=[CH:29][C:28]=1[CH2:33][NH2:34].C1C=CC(P(C2C(C3C(P(C4C=CC=CC=4)C4C=CC=CC=4)=CC=C4C=3C=CC=C4)=C3C(C=CC=C3)=CC=2)C2C=CC=CC=2)=CC=1.C(=O)([O-])[O-].[Cs+].[Cs+]. (4) Given the product [CH3:1][C:2]1[C:6]([CH2:7][N:8]2[CH:12]=[C:11]([N:13]3[C:17](=[O:18])[CH2:16][N:15]([CH2:22][C:23]4[CH:28]=[CH:27][CH:26]=[CH:25][N:24]=4)[C:14]3=[O:19])[CH:10]=[N:9]2)=[C:5]([CH3:20])[O:4][N:3]=1, predict the reactants needed to synthesize it. The reactants are: [CH3:1][C:2]1[C:6]([CH2:7][N:8]2[CH:12]=[C:11]([N:13]3[C:17](=[O:18])[CH2:16][NH:15][C:14]3=[O:19])[CH:10]=[N:9]2)=[C:5]([CH3:20])[O:4][N:3]=1.Br[CH2:22][C:23]1[CH:28]=[CH:27][CH:26]=[CH:25][N:24]=1. (5) Given the product [Br:7][C:8]1[CH:13]=[CH:12][C:11]([NH:14][C:15](=[O:18])[CH2:16][O:19][C:20]2[CH:29]=[CH:28][CH:27]=[CH:26][C:21]=2[C:22]([O:24][CH3:25])=[O:23])=[CH:10][CH:9]=1, predict the reactants needed to synthesize it. The reactants are: C(=O)([O-])[O-].[K+].[K+].[Br:7][C:8]1[CH:13]=[CH:12][C:11]([NH:14][C:15](=[O:18])[CH2:16]Cl)=[CH:10][CH:9]=1.[OH:19][C:20]1[CH:29]=[CH:28][CH:27]=[CH:26][C:21]=1[C:22]([O:24][CH3:25])=[O:23].Cl. (6) Given the product [CH:1]1([C@H:5]([NH:13][C:14]([C:16]2[C:21]([CH3:22])=[CH:20][C:19](=[O:23])[N:18]([NH:24][CH2:26][CH2:27][CH3:28])[C:17]=2[CH3:25])=[O:15])[C:6]2[CH:11]=[CH:10][CH:9]=[C:8]([F:12])[CH:7]=2)[CH2:4][CH2:3][CH2:2]1, predict the reactants needed to synthesize it. The reactants are: [CH:1]1([C@H:5]([NH:13][C:14]([C:16]2[C:21]([CH3:22])=[CH:20][C:19](=[O:23])[N:18]([NH2:24])[C:17]=2[CH3:25])=[O:15])[C:6]2[CH:11]=[CH:10][CH:9]=[C:8]([F:12])[CH:7]=2)[CH2:4][CH2:3][CH2:2]1.[CH:26](=O)[CH2:27][CH3:28].C(O)(=O)C.C([BH3-])#N.[Na+]. (7) Given the product [CH2:1]([O:19][CH2:22][CH:24]1[CH2:25][O:26]1)[CH2:2][CH2:3][CH2:4][CH2:5][CH2:6][CH2:7][CH2:8]/[CH:9]=[CH:10]\[CH2:11]/[CH:12]=[CH:13]\[CH2:14][CH2:15][CH2:16][CH2:17][CH3:18], predict the reactants needed to synthesize it. The reactants are: [CH2:1]([OH:19])[CH2:2][CH2:3][CH2:4][CH2:5][CH2:6][CH2:7][CH2:8]/[CH:9]=[CH:10]\[CH2:11]/[CH:12]=[CH:13]\[CH2:14][CH2:15][CH2:16][CH2:17][CH3:18].[OH-].[Na+].[CH2:22]([CH:24]1[O:26][CH2:25]1)Cl.